This data is from Orexin1 receptor HTS with 218,158 compounds and 233 confirmed actives. The task is: Binary Classification. Given a drug SMILES string, predict its activity (active/inactive) in a high-throughput screening assay against a specified biological target. The molecule is Clc1ccc(c2nc(n(n2)C(=O)c2occc2)NCc2occc2)cc1. The result is 0 (inactive).